This data is from NCI-60 drug combinations with 297,098 pairs across 59 cell lines. The task is: Regression. Given two drug SMILES strings and cell line genomic features, predict the synergy score measuring deviation from expected non-interaction effect. (1) Drug 1: C1=CN(C(=O)N=C1N)C2C(C(C(O2)CO)O)O.Cl. Drug 2: C(=O)(N)NO. Cell line: EKVX. Synergy scores: CSS=3.48, Synergy_ZIP=1.62, Synergy_Bliss=6.10, Synergy_Loewe=-2.27, Synergy_HSA=1.05. (2) Drug 1: C1CNP(=O)(OC1)N(CCCl)CCCl. Drug 2: CNC(=O)C1=NC=CC(=C1)OC2=CC=C(C=C2)NC(=O)NC3=CC(=C(C=C3)Cl)C(F)(F)F. Cell line: HT29. Synergy scores: CSS=53.7, Synergy_ZIP=3.22, Synergy_Bliss=2.71, Synergy_Loewe=-16.6, Synergy_HSA=0.0101. (3) Drug 1: CC1=C(C(CCC1)(C)C)C=CC(=CC=CC(=CC(=O)O)C)C. Drug 2: CNC(=O)C1=NC=CC(=C1)OC2=CC=C(C=C2)NC(=O)NC3=CC(=C(C=C3)Cl)C(F)(F)F. Cell line: NCI-H460. Synergy scores: CSS=4.36, Synergy_ZIP=-0.545, Synergy_Bliss=4.27, Synergy_Loewe=4.11, Synergy_HSA=4.17. (4) Drug 1: C1CCN(CC1)CCOC2=CC=C(C=C2)C(=O)C3=C(SC4=C3C=CC(=C4)O)C5=CC=C(C=C5)O. Drug 2: CC1=CC2C(CCC3(C2CCC3(C(=O)C)OC(=O)C)C)C4(C1=CC(=O)CC4)C. Cell line: EKVX. Synergy scores: CSS=3.84, Synergy_ZIP=-2.49, Synergy_Bliss=-2.64, Synergy_Loewe=-2.60, Synergy_HSA=-2.71. (5) Drug 1: CC1=C(C=C(C=C1)C(=O)NC2=CC(=CC(=C2)C(F)(F)F)N3C=C(N=C3)C)NC4=NC=CC(=N4)C5=CN=CC=C5. Drug 2: CN(CCCl)CCCl.Cl. Cell line: EKVX. Synergy scores: CSS=2.83, Synergy_ZIP=-3.27, Synergy_Bliss=0.361, Synergy_Loewe=-4.90, Synergy_HSA=-2.25. (6) Drug 1: CN(C)C1=NC(=NC(=N1)N(C)C)N(C)C. Drug 2: CC1CCC2CC(C(=CC=CC=CC(CC(C(=O)C(C(C(=CC(C(=O)CC(OC(=O)C3CCCCN3C(=O)C(=O)C1(O2)O)C(C)CC4CCC(C(C4)OC)OCCO)C)C)O)OC)C)C)C)OC. Cell line: MDA-MB-231. Synergy scores: CSS=10.8, Synergy_ZIP=2.49, Synergy_Bliss=3.99, Synergy_Loewe=-10.7, Synergy_HSA=0.755.